Predict which catalyst facilitates the given reaction. From a dataset of Catalyst prediction with 721,799 reactions and 888 catalyst types from USPTO. (1) Reactant: [C:1]([O:5][C:6](=[O:16])[NH:7][CH:8]1[CH2:11][C:10]2([CH2:14][C:13](=[O:15])[CH2:12]2)[CH2:9]1)([CH3:4])([CH3:3])[CH3:2].[CH3:17][Li]. Product: [C:1]([O:5][C:6](=[O:16])[NH:7][CH:8]1[CH2:11][C:10]2([CH2:14][C:13]([OH:15])([CH3:17])[CH2:12]2)[CH2:9]1)([CH3:4])([CH3:2])[CH3:3]. The catalyst class is: 1. (2) Reactant: [CH:1]1([NH:5][C:6]([C@@H:8]2[CH2:12][CH2:11][CH2:10][N:9]2[C:13](=[O:35])[CH2:14][O:15][C:16]2[N:20]([C:21]3[CH:26]=[CH:25][CH:24]=[CH:23][CH:22]=3)[N:19]=[C:18]([C:27]([NH:29][C@H:30]([CH3:34])[C:31](O)=[O:32])=[O:28])[CH:17]=2)=[O:7])[CH2:4][CH2:3][CH2:2]1.CCN(C(C)C)C(C)C.CN(C(ON1N=NC2C=CC=NC1=2)=[N+](C)C)C.F[P-](F)(F)(F)(F)F.[CH2:69]([O:71][C:72]([N:74]1[CH2:79][CH2:78][NH:77][CH2:76][CH2:75]1)=[O:73])[CH3:70]. Product: [CH2:69]([O:71][C:72]([N:74]1[CH2:75][CH2:76][N:77]([C:31](=[O:32])[C@H:30]([NH:29][C:27]([C:18]2[CH:17]=[C:16]([O:15][CH2:14][C:13]([N:9]3[CH2:10][CH2:11][CH2:12][C@H:8]3[C:6](=[O:7])[NH:5][CH:1]3[CH2:2][CH2:3][CH2:4]3)=[O:35])[N:20]([C:21]3[CH:22]=[CH:23][CH:24]=[CH:25][CH:26]=3)[N:19]=2)=[O:28])[CH3:34])[CH2:78][CH2:79]1)=[O:73])[CH3:70]. The catalyst class is: 174. (3) Reactant: [I:1][C:2]1[CH:6]=[CH:5][NH:4][N:3]=1.[CH2:7]1[CH2:11][O:10][CH2:9]C1.C[Si]([N-][Si](C)(C)C)(C)C.[Na+].IC1COC1. Product: [I:1][C:2]1[CH:6]=[CH:5][N:4]([CH:7]2[CH2:9][O:10][CH2:11]2)[N:3]=1. The catalyst class is: 173. (4) Reactant: [Na].[Cl-].[NH2:3][C:4]([NH2:6])=[NH2+:5].[F:7][C:8]([F:30])([F:29])[C:9]1[CH:17]=[C:16]2[C:12]([C:13](=[O:28])[N:14]([CH2:24][CH:25]([CH3:27])[CH3:26])[CH:15]2[CH2:18][C:19](OCC)=[O:20])=[CH:11][CH:10]=1. Product: [CH2:24]([N:14]1[C:13](=[O:28])[C:12]2[C:16](=[CH:17][C:9]([C:8]([F:7])([F:29])[F:30])=[CH:10][CH:11]=2)[CH:15]1[CH2:18][C:19]([NH:5][C:4]([NH2:6])=[NH:3])=[O:20])[CH:25]([CH3:27])[CH3:26]. The catalyst class is: 621. (5) Reactant: [F:1][C:2]1[CH:10]=[CH:9][C:8]([CH2:11][C:12]2[C:21]3[C:16](=[CH:17][CH:18]=[CH:19][C:20]=3[O:22][CH3:23])[C:15](=[O:24])[NH:14][N:13]=2)=[CH:7][C:3]=1[C:4](O)=[O:5].[CH2:25]([O:27][CH:28]1[CH2:33][CH2:32][NH:31][CH2:30][CH2:29]1)[CH3:26].C(N(C(C)C)C(C)C)C.CN(C(ON1N=NC2C=CC=CC1=2)=[N+](C)C)C.F[P-](F)(F)(F)(F)F. Product: [CH2:25]([O:27][CH:28]1[CH2:33][CH2:32][N:31]([C:4]([C:3]2[CH:7]=[C:8]([CH:9]=[CH:10][C:2]=2[F:1])[CH2:11][C:12]2[C:21]3[C:16](=[CH:17][CH:18]=[CH:19][C:20]=3[O:22][CH3:23])[C:15](=[O:24])[NH:14][N:13]=2)=[O:5])[CH2:30][CH2:29]1)[CH3:26]. The catalyst class is: 444. (6) Reactant: [CH3:1][N:2]([CH2:16][C:17]1[CH:22]=[CH:21][C:20]([C:23]2[CH:28]=[CH:27][C:26]([S:29]([CH3:32])(=[O:31])=[O:30])=[CH:25][CH:24]=2)=[CH:19][N:18]=1)[CH:3]1[CH2:8][CH2:7][N:6](C(OC(C)(C)C)=O)[CH2:5][CH2:4]1. Product: [CH3:1][N:2]([CH2:16][C:17]1[CH:22]=[CH:21][C:20]([C:23]2[CH:28]=[CH:27][C:26]([S:29]([CH3:32])(=[O:31])=[O:30])=[CH:25][CH:24]=2)=[CH:19][N:18]=1)[CH:3]1[CH2:8][CH2:7][NH:6][CH2:5][CH2:4]1. The catalyst class is: 25.